From a dataset of Peptide-MHC class II binding affinity with 134,281 pairs from IEDB. Regression. Given a peptide amino acid sequence and an MHC pseudo amino acid sequence, predict their binding affinity value. This is MHC class II binding data. (1) The peptide sequence is APEVKYTVFETALKK. The MHC is HLA-DPA10103-DPB10301 with pseudo-sequence HLA-DPA10103-DPB10301. The binding affinity (normalized) is 0.487. (2) The peptide sequence is TYLMCLSPLMANLAP. The MHC is DRB1_1501 with pseudo-sequence DRB1_1501. The binding affinity (normalized) is 0.549. (3) The peptide sequence is WVPQGRTTWSIHGKG. The MHC is DRB1_0901 with pseudo-sequence DRB1_0901. The binding affinity (normalized) is 0.529. (4) The peptide sequence is EKMFVSPTPGQRNPY. The MHC is DRB1_0901 with pseudo-sequence DRB1_0901. The binding affinity (normalized) is 0.400. (5) The MHC is HLA-DQA10501-DQB10201 with pseudo-sequence HLA-DQA10501-DQB10201. The binding affinity (normalized) is 0.456. The peptide sequence is TRILTIPQSLDSWWTSLNF. (6) The peptide sequence is GKKEEKKEEKKESGD. The MHC is DRB1_1201 with pseudo-sequence DRB1_1201. The binding affinity (normalized) is 0.120.